This data is from Catalyst prediction with 721,799 reactions and 888 catalyst types from USPTO. The task is: Predict which catalyst facilitates the given reaction. (1) Reactant: [S:1]1[CH:5]=[CH:4][CH:3]=[C:2]1[C:6](Cl)=[O:7].[CH2:9]([N:16]1[C:25]2[C:20](=[CH:21][C:22]([Cl:26])=[CH:23][CH:24]=2)[C:19]([N:27]2[CH2:32][CH2:31][NH:30][CH2:29][CH2:28]2)=[C:18]([C:33]#[N:34])[C:17]1=[O:35])[C:10]1[CH:15]=[CH:14][CH:13]=[CH:12][CH:11]=1. Product: [CH2:9]([N:16]1[C:25]2[C:20](=[CH:21][C:22]([Cl:26])=[CH:23][CH:24]=2)[C:19]([N:27]2[CH2:32][CH2:31][N:30]([C:6]([C:2]3[S:1][CH:5]=[CH:4][CH:3]=3)=[O:7])[CH2:29][CH2:28]2)=[C:18]([C:33]#[N:34])[C:17]1=[O:35])[C:10]1[CH:15]=[CH:14][CH:13]=[CH:12][CH:11]=1. The catalyst class is: 17. (2) Reactant: [CH3:1][O:2][C:3]1[C:24]2[O:23][C:10]3[C:11](=[O:22])[N:12]([C@@H:14]([CH2:18][CH:19]([CH3:21])[CH3:20])[C:15]([OH:17])=O)[CH2:13][C:9]=3[CH2:8][C:7]=2[C:6]([O:25][CH3:26])=[CH:5][CH:4]=1.CN1CCOCC1.F[P-](F)(F)(F)(F)F.N1(OC(N(C)C)=[N+](C)C)C2N=CC=CC=2N=N1.[NH2:58][C:59]1[CH:64]=[CH:63][C:62]([Cl:65])=[CH:61][N:60]=1. Product: [Cl:65][C:62]1[CH:63]=[CH:64][C:59]([NH:58][C:15](=[O:17])[C@@H:14]([N:12]2[CH2:13][C:9]3[CH2:8][C:7]4[C:6]([O:25][CH3:26])=[CH:5][CH:4]=[C:3]([O:2][CH3:1])[C:24]=4[O:23][C:10]=3[C:11]2=[O:22])[CH2:18][CH:19]([CH3:21])[CH3:20])=[N:60][CH:61]=1. The catalyst class is: 30. (3) The catalyst class is: 4. Reactant: [F:1][C:2]1[CH:7]=[CH:6][C:5]([CH2:8][CH2:9][NH2:10])=[CH:4][CH:3]=1.C(N(CC)CC)C.[C:18](Cl)(=[O:22])/[CH:19]=[CH:20]/[CH3:21]. Product: [F:1][C:2]1[CH:7]=[CH:6][C:5]([CH2:8][CH2:9][NH:10][C:18](=[O:22])/[CH:19]=[CH:20]/[CH3:21])=[CH:4][CH:3]=1.